This data is from Peptide-MHC class I binding affinity with 185,985 pairs from IEDB/IMGT. The task is: Regression. Given a peptide amino acid sequence and an MHC pseudo amino acid sequence, predict their binding affinity value. This is MHC class I binding data. (1) The peptide sequence is KSKSFNHVLK. The MHC is HLA-A68:01 with pseudo-sequence HLA-A68:01. The binding affinity (normalized) is 0.242. (2) The peptide sequence is NLPSKPVWL. The MHC is HLA-A26:02 with pseudo-sequence HLA-A26:02. The binding affinity (normalized) is 0.414. (3) The peptide sequence is VLLRFRTYM. The MHC is H-2-Kb with pseudo-sequence H-2-Kb. The binding affinity (normalized) is 0.791.